This data is from Reaction yield outcomes from USPTO patents with 853,638 reactions. The task is: Predict the reaction yield, written as a fraction of the theoretical maximum amount of product (1.0 means a 100% yield; for example, 0.34 means a 34% yield). (1) The catalyst is ClCCl. The product is [C:10]([C:12]1[CH:13]=[CH:14][C:15]2[O:32][C:1](=[CH2:2])[N:18]([CH:19]3[CH2:24][CH2:23][N:22]([C:25]([O:27][C:28]([CH3:29])([CH3:31])[CH3:30])=[O:26])[CH2:21][CH2:20]3)[C:16]=2[CH:17]=1)#[N:11]. The reactants are [CH3:1][CH2:2]N(C(C)C)C(C)C.[C:10]([C:12]1[CH:13]=[CH:14][C:15]([OH:32])=[C:16]([NH:18][CH:19]2[CH2:24][CH2:23][N:22]([C:25]([O:27][C:28]([CH3:31])([CH3:30])[CH3:29])=[O:26])[CH2:21][CH2:20]2)[CH:17]=1)#[N:11].ClC(Cl)(OC(=O)OC(Cl)(Cl)Cl)Cl. The yield is 0.920. (2) The reactants are Cl.[NH:2]1[CH2:6][CH:5]=[CH:4][C@H:3]1[C:7]([O:9][CH3:10])=[O:8].C(N(CC)CC)C.[F:18][C:19]1[CH:24]=[CH:23][C:22]([S:25](Cl)(=[O:27])=[O:26])=[CH:21][CH:20]=1. The catalyst is ClCCl. The product is [F:18][C:19]1[CH:24]=[CH:23][C:22]([S:25]([N:2]2[CH2:6][CH:5]=[CH:4][C@H:3]2[C:7]([O:9][CH3:10])=[O:8])(=[O:27])=[O:26])=[CH:21][CH:20]=1. The yield is 0.670. (3) The reactants are C(O[C:4]([CH2:6][C:7]1[NH:8][C:9]2[CH2:14][CH2:13][N:12]([C:15]([O:17][CH2:18][C:19]3[CH:24]=[CH:23][CH:22]=[CH:21][CH:20]=3)=[O:16])[CH2:11][C:10]=2[N:25]=1)=O)C.Cl.[NH2:27][C:28]1[CH:29]=[C:30]([NH:35][C:36]([NH2:38])=[NH:37])[CH:31]=[CH:32][C:33]=1[NH2:34].[CH3:39]N(C)C=O. The catalyst is C(#N)C. The product is [NH:35]([C:30]1[CH:31]=[CH:32][C:33]2[NH:34][C:39]([CH:6]([C:7]3[NH:8][C:9]4[CH2:14][CH2:13][N:12]([C:15]([O:17][CH2:18][C:19]5[CH:20]=[CH:21][CH:22]=[CH:23][CH:24]=5)=[O:16])[CH2:11][C:10]=4[N:25]=3)[CH3:4])=[N:27][C:28]=2[CH:29]=1)[C:36]([NH2:38])=[NH:37]. The yield is 0.550. (4) The reactants are [N:1]1[CH:6]=[CH:5][CH:4]=[C:3]([NH2:7])[CH:2]=1.N1C=CC=CC=1.Cl[C:15]([O:17][C:18]1[CH:23]=[CH:22][CH:21]=[CH:20][CH:19]=1)=[O:16]. The catalyst is CC#N. The product is [C:18]1([O:17][C:15](=[O:16])[NH:7][C:3]2[CH:2]=[N:1][CH:6]=[CH:5][CH:4]=2)[CH:23]=[CH:22][CH:21]=[CH:20][CH:19]=1. The yield is 0.800. (5) The reactants are [O:1]=[C:2]1[C@@:10]2([CH2:12][C@H:11]2[C:13]2[CH:21]=[C:20]3[C:16]([C:17]([C:22]#N)=[N:18][NH:19]3)=[CH:15][CH:14]=2)[C:9]2[C:4](=[CH:5][CH:6]=[CH:7][CH:8]=2)[NH:3]1.[PH2]([O-])=[O:25].[Na+]. The catalyst is N1C=CC=CC=1.O.[Ni]. The product is [O:1]=[C:2]1[C@@:10]2([CH2:12][C@H:11]2[C:13]2[CH:21]=[C:20]3[C:16]([C:17]([CH:22]=[O:25])=[N:18][NH:19]3)=[CH:15][CH:14]=2)[C:9]2[C:4](=[CH:5][CH:6]=[CH:7][CH:8]=2)[NH:3]1. The yield is 0.300.